Dataset: Forward reaction prediction with 1.9M reactions from USPTO patents (1976-2016). Task: Predict the product of the given reaction. (1) Given the reactants C([N:8]1[C:12]([N:13]2[C:21]3[CH2:20][CH:19]([CH3:22])[NH:18][CH2:17][C:16]=3[N:15]=[N:14]2)=[CH:11][CH:10]=[N:9]1)C1C=CC=CC=1.CO.Cl, predict the reaction product. The product is: [CH3:22][CH:19]1[NH:18][CH2:17][C:16]2[N:15]=[N:14][N:13]([C:12]3[NH:8][N:9]=[CH:10][CH:11]=3)[C:21]=2[CH2:20]1. (2) Given the reactants [Br:1][C:2]1[CH:3]=[C:4]([CH2:8][CH2:9][C:10]([OH:12])=[O:11])[CH:5]=[CH:6][CH:7]=1.[CH3:13]O, predict the reaction product. The product is: [CH3:13][O:11][C:10](=[O:12])[CH2:9][CH2:8][C:4]1[CH:5]=[CH:6][CH:7]=[C:2]([Br:1])[CH:3]=1. (3) Given the reactants [Br:1][C:2]1[CH:3]=[CH:4][C:5]([OH:11])=[C:6]([C:8](=O)[CH3:9])[CH:7]=1.C([O-])([O-])=O.[Cs+].[Cs+].Br[CH2:19][C:20]([O:22][CH2:23][CH3:24])=[O:21], predict the reaction product. The product is: [Br:1][C:2]1[CH:3]=[CH:4][C:5]2[O:11][C:19]([C:20]([O:22][CH2:23][CH3:24])=[O:21])=[C:8]([CH3:9])[C:6]=2[CH:7]=1. (4) Given the reactants [CH:1]1([C:4]2[NH:8][N:7]=[C:6]([C:9]3[N:14]=[C:13]([NH:15][C:16]4[CH:21]=[CH:20][N:19]=[CH:18][CH:17]=4)[C:12]([O:22][CH3:23])=[CH:11][N:10]=3)[C:5]=2[CH3:24])[CH2:3][CH2:2]1.Br[CH2:26][C:27]1[C:28]([Cl:38])=[C:29]([CH:34]=[CH:35][C:36]=1[Cl:37])[C:30]([O:32]C)=[O:31].[H-].[Na+], predict the reaction product. The product is: [Cl:38][C:28]1[C:27]([CH2:26][N:8]2[C:4]([CH:1]3[CH2:3][CH2:2]3)=[C:5]([CH3:24])[C:6]([C:9]3[N:14]=[C:13]([NH:15][C:16]4[CH:21]=[CH:20][N:19]=[CH:18][CH:17]=4)[C:12]([O:22][CH3:23])=[CH:11][N:10]=3)=[N:7]2)=[C:36]([Cl:37])[CH:35]=[CH:34][C:29]=1[C:30]([OH:32])=[O:31]. (5) Given the reactants [CH:1]1([C@@H:7]([NH:9][C:10]([C:12]2[C:21]3[C:16](=[CH:17][CH:18]=[CH:19][CH:20]=3)[N:15]=[C:14]([C:22]3[S:23][CH:24]=[CH:25][CH:26]=3)[C:13]=2[CH2:27][N:28]2[CH2:33][CH2:32][N:31]([CH2:34][C:35](O)=[O:36])[CH2:30][C:29]2=[O:38])=[O:11])[CH3:8])[CH2:6][CH2:5][CH2:4][CH2:3][CH2:2]1.[CH3:39][NH:40][CH3:41], predict the reaction product. The product is: [CH:1]1([C@@H:7]([NH:9][C:10]([C:12]2[C:21]3[C:16](=[CH:17][CH:18]=[CH:19][CH:20]=3)[N:15]=[C:14]([C:22]3[S:23][CH:24]=[CH:25][CH:26]=3)[C:13]=2[CH2:27][N:28]2[CH2:33][CH2:32][N:31]([CH2:30][C:29](=[O:38])[N:40]([CH3:41])[CH3:39])[CH2:34][C:35]2=[O:36])=[O:11])[CH3:8])[CH2:6][CH2:5][CH2:4][CH2:3][CH2:2]1. (6) Given the reactants [NH2:1][C:2]1[O:6][N:5]=[C:4]([CH3:7])[C:3]=1[Br:8].[Cl:9][C:10]1[CH:15]=[CH:14][C:13]([Cl:16])=[CH:12][C:11]=1[S:17](Cl)(=[O:19])=[O:18], predict the reaction product. The product is: [Cl:9][C:10]1[CH:15]=[CH:14][C:13]([Cl:16])=[CH:12][C:11]=1[S:17]([NH:1][C:2]1[O:6][N:5]=[C:4]([CH3:7])[C:3]=1[Br:8])(=[O:19])=[O:18].[Cl:9][C:10]1[CH:15]=[CH:14][C:13]([Cl:16])=[CH:12][C:11]=1[S:17]([NH:1][C:2]1[O:6][N:5]=[C:4]([CH3:7])[C:3]=1[Br:8])(=[O:19])=[O:18]. (7) The product is: [Cl:1][C:2]1[CH:3]=[C:4]2[C:9](=[CH:10][CH:11]=1)[N:8]=[C:7]([N:12]1[CH2:13][CH2:14][N:15]([CH2:19][CH2:20][C:21]3[CH:22]=[CH:23][C:24]4[O:29][CH2:28][C:27](=[O:30])[NH:26][C:25]=4[CH:31]=3)[CH2:16][CH2:17]1)[CH:6]=[CH:5]2. Given the reactants [Cl:1][C:2]1[CH:3]=[C:4]2[C:9](=[CH:10][CH:11]=1)[N:8]=[C:7]([N:12]1[CH2:17][CH2:16][NH:15][CH2:14][CH2:13]1)[CH:6]=[CH:5]2.Cl[CH2:19][CH2:20][C:21]1[CH:22]=[CH:23][C:24]2[O:29][CH2:28][C:27](=[O:30])[NH:26][C:25]=2[CH:31]=1, predict the reaction product.